The task is: Regression. Given a peptide amino acid sequence and an MHC pseudo amino acid sequence, predict their binding affinity value. This is MHC class I binding data.. This data is from Peptide-MHC class I binding affinity with 185,985 pairs from IEDB/IMGT. (1) The peptide sequence is PDRQAGFL. The MHC is Mamu-A11 with pseudo-sequence Mamu-A11. The binding affinity (normalized) is 0.213. (2) The peptide sequence is IAVGLVTLY. The MHC is HLA-B57:01 with pseudo-sequence HLA-B57:01. The binding affinity (normalized) is 0.562.